The task is: Regression/Classification. Given a drug SMILES string, predict its absorption, distribution, metabolism, or excretion properties. Task type varies by dataset: regression for continuous measurements (e.g., permeability, clearance, half-life) or binary classification for categorical outcomes (e.g., BBB penetration, CYP inhibition). Dataset: cyp3a4_veith.. This data is from CYP3A4 inhibition data for predicting drug metabolism from PubChem BioAssay. (1) The drug is Cc1nc2cnc(Nc3ccccc3)nc2n(C2CC2)c1=O. The result is 1 (inhibitor). (2) The compound is CC[C@@H](CS(=O)(=O)O)[N+](=O)[O-]. The result is 0 (non-inhibitor). (3) The compound is CCCCCCCCCCCCCCCCCC(=O)O[C@H](CC(=O)O)C[N+](C)(C)C. The result is 0 (non-inhibitor). (4) The compound is COc1ccc(/C=N/NC(=O)CCCOc2ccc(Cl)cc2Cl)cc1[N+](=O)[O-]. The result is 1 (inhibitor). (5) The result is 0 (non-inhibitor). The molecule is Fc1ccc(-c2ccnc3nc(N4CCOCC4)nn23)cc1.